From a dataset of Full USPTO retrosynthesis dataset with 1.9M reactions from patents (1976-2016). Predict the reactants needed to synthesize the given product. (1) Given the product [O:19]([CH2:20][CH2:21][C:22]1([CH2:28][CH2:29][OH:30])[CH2:23][CH2:24][CH2:25][CH2:26][CH2:27]1)[Si:5]([C:1]([CH3:4])([CH3:3])[CH3:2])([C:12]1[CH:17]=[CH:16][CH:15]=[CH:14][CH:13]=1)[C:6]1[CH:11]=[CH:10][CH:9]=[CH:8][CH:7]=1, predict the reactants needed to synthesize it. The reactants are: [C:1]([Si:5](Cl)([C:12]1[CH:17]=[CH:16][CH:15]=[CH:14][CH:13]=1)[C:6]1[CH:11]=[CH:10][CH:9]=[CH:8][CH:7]=1)([CH3:4])([CH3:3])[CH3:2].[OH:19][CH2:20][CH2:21][C:22]1([CH2:28][CH2:29][OH:30])[CH2:27][CH2:26][CH2:25][CH2:24][CH2:23]1.[Cl-].[NH4+]. (2) The reactants are: C(Cl)(=O)C(Cl)=O.CS(C)=O.[OH:11][CH2:12][CH2:13][CH2:14][CH2:15][N:16]1[C:25]2[C:20](=[CH:21][CH:22]=[C:23]([O:26][CH3:27])[CH:24]=2)[N:19]=[CH:18][C:17]1=[O:28].C(N(CC)CC)C.[Cl-].[NH4+]. Given the product [CH3:27][O:26][C:23]1[CH:24]=[C:25]2[C:20]([N:19]=[CH:18][C:17](=[O:28])[N:16]2[CH2:15][CH2:14][CH2:13][CH:12]=[O:11])=[CH:21][CH:22]=1, predict the reactants needed to synthesize it. (3) Given the product [NH:39]1[C:40]2[C:36](=[C:35]([C:2]3[CH:10]=[C:9]4[C:5]([CH:6]=[N:7][N:8]4[CH3:11])=[C:4]([C:12]4[O:13][C:14]([CH2:17][N:18]5[CH2:23][CH2:22][N:21]([CH:24]([CH3:26])[CH3:25])[CH2:20][CH2:19]5)=[N:15][N:16]=4)[CH:3]=3)[CH:43]=[CH:42][CH:41]=2)[CH:37]=[CH:38]1, predict the reactants needed to synthesize it. The reactants are: Br[C:2]1[CH:10]=[C:9]2[C:5]([CH:6]=[N:7][N:8]2[CH3:11])=[C:4]([C:12]2[O:13][C:14]([CH2:17][N:18]3[CH2:23][CH2:22][N:21]([CH:24]([CH3:26])[CH3:25])[CH2:20][CH2:19]3)=[N:15][N:16]=2)[CH:3]=1.CC1(C)C(C)(C)OB([C:35]2[CH:43]=[CH:42][CH:41]=[C:40]3[C:36]=2[CH:37]=[CH:38][NH:39]3)O1.C(=O)([O-])[O-].[Na+].[Na+]. (4) The reactants are: F[C:2]1[CH:11]=[C:10]2[C:5]([C:6](=[O:12])[NH:7][CH:8]=[N:9]2)=[CH:4][CH:3]=1.Cl.Cl.[Cl:15][C:16]1[CH:30]=[CH:29][C:19]([CH2:20][C:21]2([CH2:27][NH2:28])[CH2:26][CH2:25][NH:24][CH2:23][CH2:22]2)=[CH:18][CH:17]=1. Given the product [NH2:28][CH2:27][C:21]1([CH2:20][C:19]2[CH:18]=[CH:17][C:16]([Cl:15])=[CH:30][CH:29]=2)[CH2:26][CH2:25][N:24]([C:2]2[CH:11]=[C:10]3[C:5]([C:6](=[O:12])[NH:7][CH:8]=[N:9]3)=[CH:4][CH:3]=2)[CH2:23][CH2:22]1, predict the reactants needed to synthesize it. (5) Given the product [ClH:13].[NH2:1][C@H:2]1[CH2:7][CH2:6][C@H:5]([C:8]([O:10][CH3:15])=[O:9])[CH2:4][CH2:3]1, predict the reactants needed to synthesize it. The reactants are: [NH2:1][C@H:2]1[CH2:7][CH2:6][C@H:5]([C:8]([OH:10])=[O:9])[CH2:4][CH2:3]1.S(Cl)([Cl:13])=O.[CH3:15]O. (6) The reactants are: Cl.Cl.[NH:3]1[C:7]2[CH2:8][NH:9][CH2:10][CH2:11][C:6]=2[CH:5]=[N:4]1.C(N(CC)C(C)C)(C)C.Cl[C:22]1[C:31]2[C:26](=[CH:27][C:28]([O:34][CH3:35])=[C:29]([O:32][CH3:33])[CH:30]=2)[N:25]=[CH:24][N:23]=1. Given the product [CH3:33][O:32][C:29]1[CH:30]=[C:31]2[C:26](=[CH:27][C:28]=1[O:34][CH3:35])[N:25]=[CH:24][N:23]=[C:22]2[N:9]1[CH2:10][CH2:11][C:6]2[CH:5]=[N:4][NH:3][C:7]=2[CH2:8]1, predict the reactants needed to synthesize it. (7) Given the product [CH3:17][O:18][C:19](=[O:40])[C@H:20]([CH2:22][C:23]1[CH:24]=[CH:25][C:26]([NH:29][C:30]([C:32]2[C:37]([Cl:38])=[CH:36][CH:35]=[CH:34][C:33]=2[Cl:39])=[O:31])=[CH:27][CH:28]=1)[NH:21][C:13]([C:8]1([CH2:7][CH2:6][CH2:5][CH2:4][N:1]=[N+:2]=[N-:3])[CH2:9][CH2:10][CH2:11][CH2:12]1)=[O:15], predict the reactants needed to synthesize it. The reactants are: [N:1]([CH2:4][CH2:5][CH2:6][CH2:7][C:8]1([C:13]([OH:15])=O)[CH2:12][CH2:11][CH2:10][CH2:9]1)=[N+:2]=[N-:3].Cl.[CH3:17][O:18][C:19](=[O:40])[C@H:20]([CH2:22][C:23]1[CH:28]=[CH:27][C:26]([NH:29][C:30]([C:32]2[C:37]([Cl:38])=[CH:36][CH:35]=[CH:34][C:33]=2[Cl:39])=[O:31])=[CH:25][CH:24]=1)[NH2:21]. (8) Given the product [Br:30][C:26]1[CH:25]=[C:24]([CH:31]2[CH2:35][CH2:34][CH2:33][CH2:32]2)[C:23]([O:22][C:21]([O:36][CH3:37])=[O:38])=[CH:28][C:27]=1[NH:29][C:12]([CH:10]1[O:11][C:6]2[CH:5]=[CH:4][C:3]([C:1]#[N:2])=[CH:20][C:7]=2[N:8]([C:15]([O:17][CH2:18][CH3:19])=[O:16])[CH2:9]1)=[O:14], predict the reactants needed to synthesize it. The reactants are: [C:1]([C:3]1[CH:4]=[CH:5][C:6]2[O:11][CH:10]([C:12]([OH:14])=O)[CH2:9][N:8]([C:15]([O:17][CH2:18][CH3:19])=[O:16])[C:7]=2[CH:20]=1)#[N:2].[C:21](=[O:38])([O:36][CH3:37])[O:22][C:23]1[CH:28]=[C:27]([NH2:29])[C:26]([Br:30])=[CH:25][C:24]=1[CH:31]1[CH2:35][CH2:34][CH2:33][CH2:32]1.N1C=CC=CC=1.C(P1(=O)OP(CCC)(=O)OP(CCC)(=O)O1)CC.